From a dataset of Full USPTO retrosynthesis dataset with 1.9M reactions from patents (1976-2016). Predict the reactants needed to synthesize the given product. (1) Given the product [Cl:1][C:2]1[C:3]2[CH:24]=[CH:23][C:22]([Cl:26])=[CH:21][C:4]=2[S:5][C:6]=1[C:7]([NH:9][C@H:10]([CH2:14][C:15]1[CH:20]=[CH:19][CH:18]=[CH:17][CH:16]=1)[C:11]([OH:13])=[O:12])=[O:8], predict the reactants needed to synthesize it. The reactants are: [Cl:1][C:2]1[C:3]2[CH:24]=[CH:23][C:22](C)=[CH:21][C:4]=2[S:5][C:6]=1[C:7]([NH:9][C@H:10]([CH2:14][C:15]1[CH:20]=[CH:19][CH:18]=[CH:17][CH:16]=1)[C:11]([OH:13])=[O:12])=[O:8].[Cl:26]C1C2C=CC(Cl)=CC=2SC=1C(O)=O. (2) Given the product [Cl:29][C:17]1[CH:16]=[C:15]([NH:14][C:12]2[N:11]=[CH:10][N:9]=[C:8]3[NH:7][N:6]=[C:5]([O:4][CH2:3][CH2:2][N:34]4[CH2:35][CH2:36][N:31]([CH3:30])[CH2:32][CH2:33]4)[C:13]=23)[CH:20]=[CH:19][C:18]=1[O:21][C:22]1[CH:23]=[N:24][C:25]([CH3:28])=[CH:26][CH:27]=1, predict the reactants needed to synthesize it. The reactants are: Cl[CH2:2][CH2:3][O:4][C:5]1[C:13]2[C:8](=[N:9][CH:10]=[N:11][C:12]=2[NH:14][C:15]2[CH:20]=[CH:19][C:18]([O:21][C:22]3[CH:23]=[N:24][C:25]([CH3:28])=[CH:26][CH:27]=3)=[C:17]([Cl:29])[CH:16]=2)[NH:7][N:6]=1.[CH3:30][N:31]1[CH2:36][CH2:35][NH:34][CH2:33][CH2:32]1. (3) Given the product [OH:1][C:2]1[CH:3]=[CH:4][C:5]2[CH:9]=[C:8]([C:10]([OH:12])=[O:11])[S:7][C:6]=2[CH:14]=1, predict the reactants needed to synthesize it. The reactants are: [OH:1][C:2]1[CH:3]=[CH:4][C:5]2[CH:9]=[C:8]([C:10]([O:12]C)=[O:11])[S:7][C:6]=2[CH:14]=1.O.[OH-].[Li+].O.Cl. (4) Given the product [CH3:11][O:12][C:13]1[CH:22]=[C:21]([O:23][CH3:24])[C:20]2[C:15](=[CH:16][CH:17]=[CH:18][CH:19]=2)[C:14]=1[CH:25]=[C:6]1[C:7](=[O:8])[N:2]([CH3:1])[C:3](=[S:10])[NH:4][C:5]1=[O:9], predict the reactants needed to synthesize it. The reactants are: [CH3:1][N:2]1[C:7](=[O:8])[CH2:6][C:5](=[O:9])[NH:4][C:3]1=[S:10].[CH3:11][O:12][C:13]1[CH:22]=[C:21]([O:23][CH3:24])[C:20]2[C:15](=[CH:16][CH:17]=[CH:18][CH:19]=2)[C:14]=1[CH:25]=O. (5) Given the product [Cl:22][C:16]1[N:17]=[N:18][C:13]([C:5]2[N:4]([CH2:1][CH2:2][CH3:3])[C:8]3[CH:9]=[CH:10][CH:11]=[CH:12][C:7]=3[N:6]=2)=[CH:14][CH:15]=1, predict the reactants needed to synthesize it. The reactants are: [CH2:1]([N:4]1[C:8]2[CH:9]=[CH:10][CH:11]=[CH:12][C:7]=2[N:6]=[C:5]1[C:13]1[N:18]=[N:17][C:16](O)=[CH:15][CH:14]=1)[CH2:2][CH3:3].O=P(Cl)(Cl)[Cl:22]. (6) Given the product [Cl:28][C:29]1[CH:30]=[C:31]([CH:34]=[C:35]([O:37][C:2]2[C:3](=[O:21])[N:4]([CH2:12][C:13]3[CH:18]=[CH:17][C:16]([O:19][CH3:20])=[CH:15][CH:14]=3)[CH:5]=[N:6][C:7]=2[C:8]([F:11])([F:10])[F:9])[CH:36]=1)[C:32]#[N:33], predict the reactants needed to synthesize it. The reactants are: Br[C:2]1[C:3](=[O:21])[N:4]([CH2:12][C:13]2[CH:18]=[CH:17][C:16]([O:19][CH3:20])=[CH:15][CH:14]=2)[CH:5]=[N:6][C:7]=1[C:8]([F:11])([F:10])[F:9].C([O-])([O-])=O.[K+].[K+].[Cl:28][C:29]1[CH:30]=[C:31]([CH:34]=[C:35]([OH:37])[CH:36]=1)[C:32]#[N:33].O. (7) The reactants are: C(OC([NH:8][CH2:9][C:10]1[CH:11]=[C:12]([C:16]2[C:21]([C:22]#[N:23])=[CH:20][CH:19]=[C:18]([CH2:24][O:25][C:26]3[CH:31]=[CH:30][CH:29]=[CH:28][C:27]=3[CH2:32][C:33]([O:35]C(C)(C)C)=[O:34])[CH:17]=2)[CH:13]=[CH:14][CH:15]=1)=O)(C)(C)C.Cl. Given the product [NH2:8][CH2:9][C:10]1[CH:11]=[C:12]([C:16]2[C:21]([C:22]#[N:23])=[CH:20][CH:19]=[C:18]([CH2:24][O:25][C:26]3[CH:31]=[CH:30][CH:29]=[CH:28][C:27]=3[CH2:32][C:33]([OH:35])=[O:34])[CH:17]=2)[CH:13]=[CH:14][CH:15]=1, predict the reactants needed to synthesize it.